This data is from Peptide-MHC class II binding affinity with 134,281 pairs from IEDB. The task is: Regression. Given a peptide amino acid sequence and an MHC pseudo amino acid sequence, predict their binding affinity value. This is MHC class II binding data. The peptide sequence is IWYMWLGARYLEFEAHHHHHH. The MHC is DRB3_0301 with pseudo-sequence DRB3_0301. The binding affinity (normalized) is 0.